From a dataset of Reaction yield outcomes from USPTO patents with 853,638 reactions. Predict the reaction yield, written as a fraction of the theoretical maximum amount of product (1.0 means a 100% yield; for example, 0.34 means a 34% yield). (1) The reactants are [CH3:1][O:2][C:3](=[O:29])[CH:4]=[C:5]([C:7]1[CH:28]=[CH:27][C:10]2[S:11][CH:12]=[C:13]([C:14]3[CH:19]=[C:18]([CH:20]([CH3:22])[CH3:21])[CH:17]=[C:16]([CH:23]([CH3:25])[CH3:24])[C:15]=3[OH:26])[C:9]=2[CH:8]=1)[CH3:6].I[CH3:31].[F-].[Cs+].O. The catalyst is CN(C=O)C. The product is [CH3:1][O:2][C:3](=[O:29])[CH:4]=[C:5]([C:7]1[CH:28]=[CH:27][C:10]2[S:11][CH:12]=[C:13]([C:14]3[CH:19]=[C:18]([CH:20]([CH3:22])[CH3:21])[CH:17]=[C:16]([CH:23]([CH3:24])[CH3:25])[C:15]=3[O:26][CH3:31])[C:9]=2[CH:8]=1)[CH3:6]. The yield is 0.980. (2) The reactants are [CH3:1][C:2]1[CH:8]=[CH:7][C:5]([NH2:6])=[CH:4][C:3]=1[N+:9]([O-:11])=[O:10].[C:12](O[C:12]([O:14][C:15]([CH3:18])([CH3:17])[CH3:16])=[O:13])([O:14][C:15]([CH3:18])([CH3:17])[CH3:16])=[O:13]. The product is [CH3:1][C:2]1[CH:8]=[CH:7][C:5]([NH:6][C:12](=[O:13])[O:14][C:15]([CH3:18])([CH3:17])[CH3:16])=[CH:4][C:3]=1[N+:9]([O-:11])=[O:10]. The catalyst is C1COCC1.CCCCCC.CCOC(C)=O. The yield is 0.850. (3) The reactants are [Br:1][C:2]1[CH:3]=[C:4]([OH:8])[CH:5]=[CH:6][CH:7]=1.Br[CH:10]1[CH2:14][CH2:13][CH2:12][CH2:11]1.C([O-])([O-])=O.[K+].[K+]. The catalyst is CC(C)=O. The product is [Br:1][C:2]1[CH:7]=[CH:6][CH:5]=[C:4]([O:8][CH:10]2[CH2:14][CH2:13][CH2:12][CH2:11]2)[CH:3]=1. The yield is 0.750. (4) The reactants are C([O:5][C:6]([C:8]1[C:16]2[C:11](=[CH:12][C:13]([C:17]3(O)[CH2:22][CH2:21][O:20][CH2:19][CH2:18]3)=[CH:14][CH:15]=2)[NH:10][N:9]=1)=[O:7])(C)(C)C. The catalyst is FC(F)(F)C(O)=O. The product is [O:20]1[CH2:19][CH:18]=[C:17]([C:13]2[CH:12]=[C:11]3[C:16]([C:8]([C:6]([OH:7])=[O:5])=[N:9][NH:10]3)=[CH:15][CH:14]=2)[CH2:22][CH2:21]1. The yield is 0.760. (5) The reactants are [N+:1]([CH2:4][CH2:5][C:6]1[CH:7]=[C:8]([O:12][C:13](=[O:15])[CH3:14])[CH:9]=[CH:10][CH:11]=1)([O-:3])=[O:2].[CH:16]([C@H:18]1[CH2:22][O:21][C:20]([CH3:24])([CH3:23])[N:19]1[C:25]([O:27][C:28]([CH3:31])([CH3:30])[CH3:29])=[O:26])=[O:17].[F-].C([N+](CCCC)(CCCC)CCCC)CCC. The catalyst is O1CCCC1. The product is [C:28]([O:27][C:25]([N:19]1[C@@H:18]([C@@H:16]([OH:17])[C@@H:4]([N+:1]([O-:3])=[O:2])[CH2:5][C:6]2[CH:11]=[CH:10][CH:9]=[C:8]([O:12][C:13](=[O:15])[CH3:14])[CH:7]=2)[CH2:22][O:21][C:20]1([CH3:24])[CH3:23])=[O:26])([CH3:31])([CH3:30])[CH3:29]. The yield is 0.430. (6) The reactants are [Br:1][C:2]1[CH:13]=[CH:12][C:5]2[CH2:6][CH2:7][CH2:8][CH2:9][CH:10](O)[C:4]=2[CH:3]=1.C([SiH](CC)CC)C.FC(F)(F)C(O)=O. The catalyst is ClCCl. The product is [Br:1][C:2]1[CH:13]=[CH:12][C:5]2[CH2:6][CH2:7][CH2:8][CH2:9][CH2:10][C:4]=2[CH:3]=1. The yield is 0.630.